From a dataset of Full USPTO retrosynthesis dataset with 1.9M reactions from patents (1976-2016). Predict the reactants needed to synthesize the given product. (1) Given the product [Br:1][C:2]1[C:3]([CH3:9])=[C:4]([NH:5][C:16](=[O:17])[CH2:15][C:11]2[S:10][CH:14]=[CH:13][N:12]=2)[CH:6]=[CH:7][CH:8]=1, predict the reactants needed to synthesize it. The reactants are: [Br:1][C:2]1[C:3]([CH3:9])=[C:4]([CH:6]=[CH:7][CH:8]=1)[NH2:5].[S:10]1[CH:14]=[CH:13][N:12]=[C:11]1[CH2:15][C:16](O)=[O:17].CCN(C(C)C)C(C)C.CN(C(ON1N=NC2C=CC=NC1=2)=[N+](C)C)C.F[P-](F)(F)(F)(F)F. (2) The reactants are: [Cl:1][C:2]1[C:27]([Cl:28])=[CH:26][CH:25]=[CH:24][C:3]=1[CH2:4][N:5]1[C:10](=[O:11])[C:9]([C:12](O)=[O:13])=[CH:8][N:7]([C:15]2[CH:20]=[CH:19][C:18]([O:21][CH3:22])=[CH:17][CH:16]=2)[C:6]1=[O:23].Cl.[CH3:30][O:31][C:32](=[O:36])[CH2:33][CH2:34][NH2:35].CN(C(ON1N=NC2C=CC=CC1=2)=[N+](C)C)C.[B-](F)(F)(F)F.CN1CCOCC1. Given the product [Cl:1][C:2]1[C:27]([Cl:28])=[CH:26][CH:25]=[CH:24][C:3]=1[CH2:4][N:5]1[C:10](=[O:11])[C:9]([C:12]([NH:35][CH2:34][CH2:33][C:32]([O:31][CH3:30])=[O:36])=[O:13])=[CH:8][N:7]([C:15]2[CH:16]=[CH:17][C:18]([O:21][CH3:22])=[CH:19][CH:20]=2)[C:6]1=[O:23], predict the reactants needed to synthesize it.